This data is from Full USPTO retrosynthesis dataset with 1.9M reactions from patents (1976-2016). The task is: Predict the reactants needed to synthesize the given product. (1) Given the product [CH3:1][O:2][CH2:3][O:4][C:5]1[CH:6]=[C:7]([CH:8]=[C:9]([O:11][CH2:12][O:13][CH3:14])[CH:10]=1)[CH2:15][O:16][Si:26]([C:23]([CH3:25])([CH3:24])[CH3:22])([CH3:28])[CH3:27], predict the reactants needed to synthesize it. The reactants are: [CH3:1][O:2][CH2:3][O:4][C:5]1[CH:6]=[C:7]([CH2:15][OH:16])[CH:8]=[C:9]([O:11][CH2:12][O:13][CH3:14])[CH:10]=1.N1C=CN=C1.[CH3:22][C:23]([Si:26](Cl)([CH3:28])[CH3:27])([CH3:25])[CH3:24]. (2) Given the product [O:37]=[C:32]1[CH2:33][CH2:34][C:35](=[O:36])[N:31]1[O:13][C:12](=[O:14])[CH:11]([S:15]([OH:18])(=[O:16])=[O:17])[CH2:10][CH2:9][S:8][S:7][C:2]1[CH:3]=[CH:4][CH:5]=[CH:6][N:1]=1, predict the reactants needed to synthesize it. The reactants are: [N:1]1[CH:6]=[CH:5][CH:4]=[CH:3][C:2]=1[S:7][S:8][CH2:9][CH2:10][CH:11]([S:15]([OH:18])(=[O:17])=[O:16])[C:12]([OH:14])=[O:13].C(N=C=NCCCN(C)C)C.O[N:31]1[C:35](=[O:36])[CH2:34][CH2:33][C:32]1=[O:37].